Predict which catalyst facilitates the given reaction. From a dataset of Catalyst prediction with 721,799 reactions and 888 catalyst types from USPTO. Reactant: C1([Si](C2C=CC=CC=2)(C2C=CC=CC=2)[C:8]#[C:9][C:10]2[C:15]([Cl:16])=[CH:14][C:13]([Cl:17])=[CH:12][C:11]=2[Cl:18])C=CC=CC=1.[F-].C([N+](CCCC)(CCCC)CCCC)CCC. Product: [Cl:16][C:15]1[CH:14]=[C:13]([Cl:17])[CH:12]=[C:11]([Cl:18])[C:10]=1[C:9]#[CH:8]. The catalyst class is: 1.